From a dataset of Reaction yield outcomes from USPTO patents with 853,638 reactions. Predict the reaction yield, written as a fraction of the theoretical maximum amount of product (1.0 means a 100% yield; for example, 0.34 means a 34% yield). (1) The reactants are C(N(CC)CC)C.[S:8](Cl)(Cl)=[O:9].[Cl:12][C:13]1[C:14]([CH:20]([C:22]2[CH:27]=[CH:26][N:25]=[CH:24][CH:23]=2)O)=[N:15][C:16]([Cl:19])=[CH:17][CH:18]=1.[Cl:28][C:29]1[CH:34]=[CH:33][C:32](S)=[CH:31][CH:30]=1.C(=O)([O-])[O-:37].[K+].[K+].OO. The catalyst is C(Cl)Cl.C(#N)C.CO.C(OCC)(=O)C.CCCCCC. The product is [Cl:12][C:13]1[C:14]([CH:20]([S:8]([C:32]2[CH:33]=[CH:34][C:29]([Cl:28])=[CH:30][CH:31]=2)(=[O:9])=[O:37])[C:22]2[CH:27]=[CH:26][N:25]=[CH:24][CH:23]=2)=[N:15][C:16]([Cl:19])=[CH:17][CH:18]=1. The yield is 0.190. (2) The reactants are C[O:2][C:3](=O)[C:4]1[CH:9]=[C:8]([Cl:10])[CH:7]=[CH:6][C:5]=1[F:11].O.[NH2:14][NH2:15]. The catalyst is C(O)C. The product is [Cl:10][C:8]1[CH:7]=[CH:6][C:5]([F:11])=[C:4]([CH:9]=1)[C:3]([NH:14][NH2:15])=[O:2]. The yield is 0.420. (3) The reactants are [Cl:1][C:2]1[CH:7]=[CH:6][C:5](I)=[CH:4][CH:3]=1.[NH:9]1[CH:13]=[CH:12][C:11]([C:14]([O:16][CH3:17])=[O:15])=[N:10]1.N1CCC[C@H]1C(O)=O.C([O-])([O-])=O.[K+].[K+]. The catalyst is CS(C)=O. The product is [Cl:1][C:2]1[CH:7]=[CH:6][C:5]([N:9]2[CH:13]=[CH:12][C:11]([C:14]([O:16][CH3:17])=[O:15])=[N:10]2)=[CH:4][CH:3]=1. The yield is 0.660. (4) The reactants are [F:1][C:2]1[CH:7]=[C:6]([I:8])[CH:5]=[CH:4][C:3]=1[NH:9][C:10](=O)[CH3:11].[N-:13]=[N+:14]=[N-:15].[Na+].FC(F)(F)S(OS(C(F)(F)F)(=O)=O)(=O)=O. The catalyst is C(#N)C. The product is [F:1][C:2]1[CH:7]=[C:6]([I:8])[CH:5]=[CH:4][C:3]=1[N:9]1[C:10]([CH3:11])=[N:15][N:14]=[N:13]1. The yield is 0.620.